This data is from Full USPTO retrosynthesis dataset with 1.9M reactions from patents (1976-2016). The task is: Predict the reactants needed to synthesize the given product. (1) Given the product [CH2:29]([N:10]1[CH2:9][CH2:8][N:7]([C:11]2[C:20]3[N:19]=[C:18]([C:21]([F:23])([F:24])[F:22])[S:17][C:16]=3[NH:15][C:14]3[CH:25]=[CH:26][CH:27]=[CH:28][C:13]=3[N:12]=2)[CH2:6][C@@H:5]1[CH2:4][CH2:3][O:2][CH3:1])[CH3:30], predict the reactants needed to synthesize it. The reactants are: [CH3:1][O:2][CH2:3][CH2:4][C@@H:5]1[NH:10][CH2:9][CH2:8][N:7]([C:11]2[C:20]3[N:19]=[C:18]([C:21]([F:24])([F:23])[F:22])[S:17][C:16]=3[NH:15][C:14]3[CH:25]=[CH:26][CH:27]=[CH:28][C:13]=3[N:12]=2)[CH2:6]1.[CH:29](=O)[CH3:30]. (2) Given the product [CH3:44][N:45]1[C:54]2[C:49](=[CH:50][N:51]=[C:52]([CH3:55])[CH:53]=2)[CH:48]=[C:47]([C:56]2[CH:57]=[C:58]([NH:63][C:64]3[N:65]=[C:6]([C:5]4[CH:4]=[N:3][C:2]([CH3:1])=[CH:10][CH:9]=4)[O:8][N:67]=3)[CH:59]=[CH:60][C:61]=2[CH3:62])[C:46]1=[O:68], predict the reactants needed to synthesize it. The reactants are: [CH3:1][C:2]1[CH:10]=[CH:9][C:5]([C:6]([OH:8])=O)=[CH:4][N:3]=1.CN(C(ON1N=NC2C=CC=NC1=2)=[N+](C)C)C.F[P-](F)(F)(F)(F)F.CCN(C(C)C)C(C)C.[CH3:44][N:45]1[C:54]2[C:49](=[CH:50][N:51]=[C:52]([CH3:55])[CH:53]=2)[CH:48]=[C:47]([C:56]2[CH:57]=[C:58]([NH:63]/[C:64](/[NH2:67])=[N:65]/O)[CH:59]=[CH:60][C:61]=2[CH3:62])[C:46]1=[O:68]. (3) The reactants are: O=P12OP3(OP(OP(O3)(O1)=O)(=O)O2)=O.CS(O)(=O)=O.C(O[C:23]([C:25]1[C:33]2[C:28](=[CH:29][C:30]([C:34]#[N:35])=[CH:31][CH:32]=2)[NH:27][C:26]=1[C:36]([C:39]1[CH:44]=[CH:43][C:42]([O:45][CH3:46])=[C:41]([Br:47])[CH:40]=1)([CH3:38])[CH3:37])=[O:24])C.O. Given the product [Br:47][C:41]1[C:42]([O:45][CH3:46])=[CH:43][C:44]2[C:23](=[O:24])[C:25]3[C:33]4[C:28](=[CH:29][C:30]([C:34]#[N:35])=[CH:31][CH:32]=4)[NH:27][C:26]=3[C:36]([CH3:38])([CH3:37])[C:39]=2[CH:40]=1, predict the reactants needed to synthesize it. (4) Given the product [C:17]([O:16][C:14]([N:9]([CH3:29])[C:8]1[CH:10]=[C:4]([Cl:3])[CH:5]=[CH:6][C:7]=1[N+:11]([O-:13])=[O:12])=[O:15])([CH3:20])([CH3:19])[CH3:18], predict the reactants needed to synthesize it. The reactants are: [H-].[Na+].[Cl:3][C:4]1[CH:5]=[CH:6][C:7]([N+:11]([O-:13])=[O:12])=[C:8]([CH:10]=1)[NH2:9].[C:14](O[C:14]([O:16][C:17]([CH3:20])([CH3:19])[CH3:18])=[O:15])([O:16][C:17]([CH3:20])([CH3:19])[CH3:18])=[O:15].[CH3:29]I. (5) Given the product [CH2:18]([O:7][C:8]1[CH:13]=[C:12]([O:14][CH2:15][C:9]2[CH:10]=[CH:11][CH:12]=[CH:13][CH:8]=2)[CH:11]=[CH:10][C:9]=1[C:15](=[O:17])[CH3:16])[C:19]1[CH:24]=[CH:23][CH:22]=[CH:21][CH:20]=1, predict the reactants needed to synthesize it. The reactants are: C(=O)([O-])[O-].[K+].[K+].[OH:7][C:8]1[CH:13]=[C:12]([OH:14])[CH:11]=[CH:10][C:9]=1[C:15](=[O:17])[CH3:16].[CH2:18](Br)[C:19]1[CH:24]=[CH:23][CH:22]=[CH:21][CH:20]=1.